This data is from CYP2C9 inhibition data for predicting drug metabolism from PubChem BioAssay. The task is: Regression/Classification. Given a drug SMILES string, predict its absorption, distribution, metabolism, or excretion properties. Task type varies by dataset: regression for continuous measurements (e.g., permeability, clearance, half-life) or binary classification for categorical outcomes (e.g., BBB penetration, CYP inhibition). Dataset: cyp2c9_veith. (1) The compound is COCC(=O)N1CCC2(CC1)CCN(c1ccccc1)CC2. The result is 0 (non-inhibitor). (2) The compound is CO[C@@H]1COC(=O)C/C=C\[C@@H](C)[C@H](OC)COC(=O)[C@H](COCc2ccccc2)NC(=O)C/C=C\[C@H]1C. The result is 0 (non-inhibitor). (3) The compound is CC(=O)c1c(N=CN(C)C)nc(C)nc1-c1ccccc1. The result is 0 (non-inhibitor). (4) The molecule is CC(=O)Nc1c(NCC(C)C)c2ccccc2oc1=O. The result is 0 (non-inhibitor). (5) The compound is CCC1(O)c2ccccc2-c2ncccc21. The result is 0 (non-inhibitor). (6) The drug is COc1ccc2c(c1)CCCC21NC(=O)N(CC(N)=O)C1=O. The result is 0 (non-inhibitor). (7) The drug is O=C(/C=C/c1ccco1)Nc1ccc(Oc2ccccc2)cc1. The result is 1 (inhibitor).